From a dataset of Reaction yield outcomes from USPTO patents with 853,638 reactions. Predict the reaction yield, written as a fraction of the theoretical maximum amount of product (1.0 means a 100% yield; for example, 0.34 means a 34% yield). (1) The yield is 0.290. The reactants are Cl.[NH2:2][C@H:3]([C:5]([N:7]1[C:13](=[O:14])[CH:12]([CH3:15])[C:11]2[CH:16]=[CH:17][CH:18]=[CH:19][C:10]=2[C:9]2[C:20]([NH2:24])=[CH:21][CH:22]=[CH:23][C:8]1=2)=[O:6])[CH3:4].N1C=CC=CC=1.[F:31][C:32]1[CH:33]=[C:34]([S:38](Cl)(=[O:40])=[O:39])[CH:35]=[CH:36][CH:37]=1. The catalyst is C1COCC1. The product is [F:31][C:32]1[CH:33]=[C:34]([S:38]([NH:2][C@H:3]([C:5]([N:7]2[C:13](=[O:14])[CH:12]([CH3:15])[C:11]3[CH:16]=[CH:17][CH:18]=[CH:19][C:10]=3[C:9]3[C:20]([NH2:24])=[CH:21][CH:22]=[CH:23][C:8]2=3)=[O:6])[CH3:4])(=[O:40])=[O:39])[CH:35]=[CH:36][CH:37]=1. (2) The reactants are [F:1][C:2]1[CH:7]=[CH:6][C:5]([F:8])=[CH:4][C:3]=1[C:9](=O)[CH3:10].[NH2:12][C:13]1[S:14]/[C:15](=[CH:19]\[C:20]2[CH:25]=[C:24]([O:26][CH3:27])[C:23]([OH:28])=[C:22]([Cl:29])[CH:21]=2)/[C:16](=[O:18])[N:17]=1. No catalyst specified. The product is [Cl:29][C:22]1[CH:21]=[C:20](/[CH:19]=[C:15]2/[C:16](=[O:18])[N:17]3[CH:10]=[C:9]([C:3]4[CH:4]=[C:5]([F:8])[CH:6]=[CH:7][C:2]=4[F:1])[N:12]=[C:13]3[S:14]/2)[CH:25]=[C:24]([O:26][CH3:27])[C:23]=1[OH:28]. The yield is 0.0400. (3) The catalyst is CN(C=O)C.CC(P(C(C)(C)C)C1C=CC(N(C)C)=CC=1)(C)C.CC(P(C(C)(C)C)C1C=CC(N(C)C)=CC=1)(C)C.Cl[Pd]Cl. The product is [NH2:1][C:2]1[C:3](/[CH:19]=[CH:18]/[C:17]([O:21][CH3:22])=[O:20])=[N:4][CH:5]=[C:6]([Cl:8])[CH:7]=1. The reactants are [NH2:1][C:2]1[C:3](Br)=[N:4][CH:5]=[C:6]([Cl:8])[CH:7]=1.C(N(CC)CC)C.[C:17]([O:21][CH3:22])(=[O:20])[CH:18]=[CH2:19]. The yield is 0.636. (4) The reactants are [CH3:1][N:2]([CH3:24])[CH2:3][CH2:4][O:5][C:6]1[CH:11]=[CH:10][CH:9]=[CH:8][C:7]=1[NH:12][C:13]([NH:15]C(=O)C1C=CC=CC=1)=[S:14].C[O-].[Na+]. The catalyst is CO. The product is [CH3:1][N:2]([CH3:24])[CH2:3][CH2:4][O:5][C:6]1[CH:11]=[CH:10][CH:9]=[CH:8][C:7]=1[NH:12][C:13]([NH2:15])=[S:14]. The yield is 0.670. (5) The reactants are [CH2:1]([N:4]([CH2:14][CH:15]=[CH2:16])[CH2:5][C:6]([C:8]1[S:9][C:10]([F:13])=[CH:11][CH:12]=1)=O)[CH:2]=[CH2:3].N1C=CC=CC=1.Cl.[NH2:24][OH:25]. The catalyst is C(O)C. The product is [F:13][C:10]1[S:9][C:8]([C:6](=[N:24][OH:25])[CH2:5][N:4]([CH2:14][CH:15]=[CH2:16])[CH2:1][CH:2]=[CH2:3])=[CH:12][CH:11]=1. The yield is 0.990.